This data is from Catalyst prediction with 721,799 reactions and 888 catalyst types from USPTO. The task is: Predict which catalyst facilitates the given reaction. (1) Reactant: S([O-])([O-])(=O)=O.[Na+].[Na+].Cl.[NH2:9][OH:10].Cl[C:12]([Cl:17])(Cl)[CH:13](O)O.[CH3:18][C:19]1[C:25]([Cl:26])=[CH:24][CH:23]=[CH:22][C:20]=1[NH2:21].Cl. Product: [Cl:26][C:25]1[C:19]([CH3:18])=[C:20]([N:21]=[C:12]([Cl:17])[CH:13]=[N:9][OH:10])[CH:22]=[CH:23][CH:24]=1. The catalyst class is: 6. (2) Reactant: [Cl:1][C:2]1[CH:3]=[C:4]([CH:24]=[CH:25][C:26]=1[O:27][C:28]1[CH:33]=[CH:32][C:31]([F:34])=[C:30]([F:35])[CH:29]=1)[CH2:5][O:6][C:7]1[CH:8]=[C:9]2[N:16](C(OC(C)(C)C)=O)[CH2:15][CH2:14][N:10]2[C:11](=[O:13])[N:12]=1. Product: [Cl:1][C:2]1[CH:3]=[C:4]([CH:24]=[CH:25][C:26]=1[O:27][C:28]1[CH:33]=[CH:32][C:31]([F:34])=[C:30]([F:35])[CH:29]=1)[CH2:5][O:6][C:7]1[CH:8]=[C:9]2[NH:16][CH2:15][CH2:14][N:10]2[C:11](=[O:13])[N:12]=1. The catalyst class is: 3.